From a dataset of Reaction yield outcomes from USPTO patents with 853,638 reactions. Predict the reaction yield, written as a fraction of the theoretical maximum amount of product (1.0 means a 100% yield; for example, 0.34 means a 34% yield). (1) The reactants are [Br:1][C:2]1[CH:3]=[C:4]([CH:7]=[C:8]([F:10])[CH:9]=1)[CH:5]=O.[CH3:11][S:12]([NH2:15])(=[O:14])=[O:13].[BH-](OC(C)=O)(OC(C)=O)OC(C)=O.[Na+]. The catalyst is ClCCCl. The product is [Br:1][C:2]1[CH:3]=[C:4]([CH:7]=[C:8]([F:10])[CH:9]=1)[CH2:5][NH:15][S:12]([CH3:11])(=[O:14])=[O:13]. The yield is 0.990. (2) The reactants are [CH2:1]([C:5]1[N:6]=[C:7]([CH3:34])[N:8]([C:27]2[CH:32]=[CH:31][C:30]([OH:33])=[CH:29][CH:28]=2)[C:9](=[O:26])[C:10]=1[CH2:11][C:12]1[CH:17]=[CH:16][C:15]([C:18]2[C:19]([C:24]#[N:25])=[CH:20][CH:21]=[CH:22][CH:23]=2)=[CH:14][CH:13]=1)[CH2:2][CH2:3][CH3:4].Br[C:36]([CH3:43])([CH3:42])[C:37]([O:39][CH2:40][CH3:41])=[O:38].C(=O)([O-])[O-].[Cs+].[Cs+]. The catalyst is CC(N(C)C)=O.C(OCC)(=O)C. The product is [CH2:1]([C:5]1[N:6]=[C:7]([CH3:34])[N:8]([C:27]2[CH:32]=[CH:31][C:30]([O:33][C:36]([CH3:43])([CH3:42])[C:37]([O:39][CH2:40][CH3:41])=[O:38])=[CH:29][CH:28]=2)[C:9](=[O:26])[C:10]=1[CH2:11][C:12]1[CH:13]=[CH:14][C:15]([C:18]2[CH:23]=[CH:22][CH:21]=[CH:20][C:19]=2[C:24]#[N:25])=[CH:16][CH:17]=1)[CH2:2][CH2:3][CH3:4]. The yield is 0.740. (3) The reactants are Cl.[Cl:2][C:3]1[C:8]([NH:9][NH2:10])=[CH:7][CH:6]=[CH:5][N:4]=1.[C:11](OCC)(=[O:19])[C:12]#[C:13][C:14]([O:16][CH2:17][CH3:18])=[O:15].Cl. The catalyst is C(O)C. The product is [Cl:2][C:3]1[C:8]([N:9]2[C:11]([OH:19])=[CH:12][C:13]([C:14]([O:16][CH2:17][CH3:18])=[O:15])=[N:10]2)=[CH:7][CH:6]=[CH:5][N:4]=1. The yield is 0.420. (4) The reactants are [C:1]([O:7][C:8]([CH3:11])([CH3:10])[CH3:9])(=[O:6])[CH2:2][C:3]([CH3:5])=O.[Br:12][C:13]1[CH:14]=[C:15]([CH:18]=[CH:19][CH:20]=1)[CH:16]=O.[NH4+:21].[OH-:22]. The catalyst is CCO.C(Cl)Cl. The product is [Br:12][C:13]1[CH:14]=[C:15]([CH:16]2[C:2]([C:1]([O:7][C:8]([CH3:11])([CH3:10])[CH3:9])=[O:6])=[C:3]([CH3:5])[NH:21][C:3]([CH3:5])=[C:2]2[C:1]([O:7][C:8]([CH3:11])([CH3:10])[CH3:9])=[O:22])[CH:18]=[CH:19][CH:20]=1. The yield is 0.480.